This data is from Full USPTO retrosynthesis dataset with 1.9M reactions from patents (1976-2016). The task is: Predict the reactants needed to synthesize the given product. (1) Given the product [CH:2]([C:4]1[CH:9]=[N:8][C:7]([C:10]([NH:12][C@H:13]2[CH2:17][CH2:16][N:15]([C:18]3[C:19]4[N:20]([CH:24]=[CH:25][CH:26]=4)[CH:21]=[CH:22][N:23]=3)[CH2:14]2)=[O:11])=[N:6][CH:5]=1)([CH3:3])[CH3:1], predict the reactants needed to synthesize it. The reactants are: [CH2:1]=[C:2]([C:4]1[CH:5]=[N:6][C:7]([C:10]([NH:12][C@H:13]2[CH2:17][CH2:16][N:15]([C:18]3[C:19]4[N:20]([CH:24]=[CH:25][CH:26]=4)[CH:21]=[CH:22][N:23]=3)[CH2:14]2)=[O:11])=[N:8][CH:9]=1)[CH3:3]. (2) Given the product [CH2:1]([CH:8]([C:15]([OH:17])=[O:16])[CH2:9][C@@H:10]([C:12]([OH:14])=[O:13])[NH2:11])[C:2]1[CH:3]=[CH:4][CH:5]=[CH:6][CH:7]=1.[CH2:18]([O:25][C:26]([NH:28][CH2:29][CH2:30][CH2:31][CH2:32][C@@H:33]([C:35]([OH:37])=[O:36])[NH2:34])=[O:27])[C:19]1[CH:20]=[CH:21][CH:22]=[CH:23][CH:24]=1, predict the reactants needed to synthesize it. The reactants are: [CH2:1]([CH:8]([C:15]([OH:17])=[O:16])[CH2:9][C@@H:10]([C:12]([OH:14])=[O:13])[NH2:11])[C:2]1[CH:7]=[CH:6][CH:5]=[CH:4][CH:3]=1.[CH2:18]([O:25][C:26]([NH:28][CH2:29][CH2:30][CH2:31][CH2:32][C@@H:33]([C:35]([OH:37])=[O:36])[NH2:34])=[O:27])[C:19]1[CH:24]=[CH:23][CH:22]=[CH:21][CH:20]=1. (3) Given the product [CH2:23]([O:22][C:20](=[O:21])[CH2:19][N:14]1[CH2:15][CH2:16][N:12]([C:4]2[S:5][C:6]([C:7]([O:9][CH2:10][CH3:11])=[O:8])=[C:2]([CH3:1])[N:3]=2)[C:13]1=[O:17])[CH3:24], predict the reactants needed to synthesize it. The reactants are: [CH3:1][C:2]1[N:3]=[C:4]([N:12]2[CH2:16][CH2:15][NH:14][C:13]2=[O:17])[S:5][C:6]=1[C:7]([O:9][CH2:10][CH3:11])=[O:8].Br[CH2:19][C:20]([O:22][CH2:23][CH3:24])=[O:21].C(=O)([O-])[O-].[K+].[K+]. (4) Given the product [N:1]([CH2:6][C@@H:7]([C:9]1[CH:14]=[CH:13][C:12]([F:15])=[CH:11][CH:10]=1)[OH:8])=[N+:2]=[N-:3], predict the reactants needed to synthesize it. The reactants are: [N-:1]=[N+:2]=[N-:3].[Na+].Cl[CH2:6][C@@H:7]([C:9]1[CH:14]=[CH:13][C:12]([F:15])=[CH:11][CH:10]=1)[OH:8].CN(C=O)C. (5) Given the product [F:37][C:38]([F:43])([F:42])[C:39]([OH:41])=[O:40].[NH2:22][CH2:21][C:20]([NH:19][C:23]1[CH:34]=[CH:33][C:28]([C:29]([O:31][CH3:32])=[O:30])=[CH:27][C:26]=1[O:35][CH3:36])=[O:5], predict the reactants needed to synthesize it. The reactants are: C([O:5]C(CC(O)=O)=O)(C)(C)C.[CH:21]1[N:22]=[CH:23][N:19](C([N:19]2[CH:23]=[N:22][CH:21]=[CH:20]2)=O)[CH:20]=1.NC1[CH:34]=[CH:33][C:28]([C:29]([O:31][CH3:32])=[O:30])=[CH:27][C:26]=1[O:35][CH3:36].[F:37][C:38]([F:43])([F:42])[C:39]([OH:41])=[O:40]. (6) Given the product [Cl:1][C:2]1[CH:3]=[C:4]([NH:9][C:10]2[C:11]3[C:18]4[CH2:19][CH2:20][N:21]([C:29](=[O:30])/[CH:28]=[CH:27]/[CH2:26][N:25]([CH3:24])[CH:32]([CH3:34])[CH3:33])[CH2:22][C:17]=4[O:16][C:12]=3[N:13]=[CH:14][N:15]=2)[CH:5]=[CH:6][C:7]=1[F:8], predict the reactants needed to synthesize it. The reactants are: [Cl:1][C:2]1[CH:3]=[C:4]([NH:9][C:10]2[C:11]3[C:18]4[CH2:19][CH2:20][NH:21][CH2:22][C:17]=4[O:16][C:12]=3[N:13]=[CH:14][N:15]=2)[CH:5]=[CH:6][C:7]=1[F:8].Cl.[CH3:24][N:25]([CH:32]([CH3:34])[CH3:33])[CH2:26]/[CH:27]=[CH:28]/[C:29](O)=[O:30]. (7) Given the product [O:1]1[C:10]2[CH:9]=[C:8]([CH2:11][NH:12][C:13]3([C:26]([OH:28])=[O:27])[CH2:18][CH2:17][N:16]([C:19]([O:21][C:22]([CH3:24])([CH3:25])[CH3:23])=[O:20])[CH2:15][CH2:14]3)[N:7]=[CH:6][C:5]=2[O:4][CH2:3][CH2:2]1, predict the reactants needed to synthesize it. The reactants are: [O:1]1[C:10]2[CH:9]=[C:8]([CH2:11][NH:12][C:13]3([C:26]([O:28]C)=[O:27])[CH2:18][CH2:17][N:16]([C:19]([O:21][C:22]([CH3:25])([CH3:24])[CH3:23])=[O:20])[CH2:15][CH2:14]3)[N:7]=[CH:6][C:5]=2[O:4][CH2:3][CH2:2]1.[OH-].[Na+].O. (8) Given the product [CH3:46][O:45][C:35](=[O:44])[C@H:36]([O:1][C:2]1[C:3](=[O:34])[N:4]([C:27]2[N:28]=[N:29][C:30]([CH3:33])=[CH:31][CH:32]=2)[C@H:5]([C:16]2[CH:17]=[CH:18][C:19]([O:22][C:23]([F:25])([F:26])[F:24])=[CH:20][CH:21]=2)[C:6]=1[C:7](=[O:15])[C:8]1[CH:13]=[CH:12][C:11]([CH3:14])=[CH:10][CH:9]=1)[C:38]1[CH:39]=[CH:40][CH:41]=[CH:42][CH:43]=1, predict the reactants needed to synthesize it. The reactants are: [OH:1][C:2]1[C:3](=[O:34])[N:4]([C:27]2[N:28]=[N:29][C:30]([CH3:33])=[CH:31][CH:32]=2)[CH:5]([C:16]2[CH:21]=[CH:20][C:19]([O:22][C:23]([F:26])([F:25])[F:24])=[CH:18][CH:17]=2)[C:6]=1[C:7](=[O:15])[C:8]1[CH:13]=[CH:12][C:11]([CH3:14])=[CH:10][CH:9]=1.[C:35]([O:45][CH3:46])(=[O:44])[C@H:36]([C:38]1[CH:43]=[CH:42][CH:41]=[CH:40][CH:39]=1)O.